This data is from Catalyst prediction with 721,799 reactions and 888 catalyst types from USPTO. The task is: Predict which catalyst facilitates the given reaction. (1) The catalyst class is: 2. Product: [Si:1]([O:8][CH2:9][C:10]1[N:11]([CH3:26])[C:12]2[C:17]([CH:18]=1)=[CH:16][C:15]1[C:19](=[O:25])[CH2:20][CH2:21][CH2:22][CH2:23][CH2:24][C:14]=1[CH:13]=2)([C:4]([CH3:7])([CH3:6])[CH3:5])([CH3:3])[CH3:2]. Reactant: [Si:1]([O:8][CH2:9][C:10]1[N:11]([CH3:26])[C:12]2[C:17]([CH:18]=1)=[CH:16][C:15]1[CH:19]([OH:25])[CH2:20][CH2:21][CH2:22][CH2:23][CH2:24][C:14]=1[CH:13]=2)([C:4]([CH3:7])([CH3:6])[CH3:5])([CH3:3])[CH3:2].C([O-])(O)=O.[Na+].CC(OI1(OC(C)=O)(OC(C)=O)OC(=O)C2C=CC=CC1=2)=O. (2) Reactant: Cl.[NH2:2][CH2:3][C:4]1[CH:5]=[C:6]2[C:10](=[CH:11][CH:12]=1)[C:9](=[O:13])[N:8]([CH:14]1[CH2:19][CH2:18][C:17](=[O:20])[NH:16][C:15]1=[O:21])[C:7]2=[O:22].[CH:23]1([C:26](Cl)=[O:27])[CH2:25][CH2:24]1.C(N(CC)CC)C. Product: [O:21]=[C:15]1[CH:14]([N:8]2[C:7](=[O:22])[C:6]3[C:10](=[CH:11][CH:12]=[C:4]([CH2:3][NH:2][C:26]([CH:23]4[CH2:25][CH2:24]4)=[O:27])[CH:5]=3)[C:9]2=[O:13])[CH2:19][CH2:18][C:17](=[O:20])[NH:16]1. The catalyst class is: 1. (3) Reactant: [NH2:1][C:2]1[C:7]([C:8]#[N:9])=[C:6]([C:10]2[CH:15]=[CH:14][C:13]([O:16][CH2:17][CH2:18][OH:19])=[CH:12][CH:11]=2)[C:5]([C:20]#[N:21])=[C:4]([SH:22])[N:3]=1.N12CCCN=C1CCCCC2.Cl[CH2:35][C:36]1[N:37]=[C:38]([C:41]2[CH:46]=[CH:45][C:44]([Cl:47])=[CH:43][CH:42]=2)[S:39][CH:40]=1. Product: [NH2:1][C:2]1[C:7]([C:8]#[N:9])=[C:6]([C:10]2[CH:11]=[CH:12][C:13]([O:16][CH2:17][CH2:18][OH:19])=[CH:14][CH:15]=2)[C:5]([C:20]#[N:21])=[C:4]([S:22][CH2:35][C:36]2[N:37]=[C:38]([C:41]3[CH:46]=[CH:45][C:44]([Cl:47])=[CH:43][CH:42]=3)[S:39][CH:40]=2)[N:3]=1. The catalyst class is: 3. (4) Reactant: [CH3:1][C:2]1([CH3:16])[CH2:7][C:6]([C:8](=[O:15])[CH2:9][CH2:10][CH:11]([CH3:14])[CH:12]=[O:13])=[CH:5][CH2:4][CH2:3]1. Product: [CH3:16][C:2]1([CH3:1])[CH2:7][C:6]([C:8](=[O:15])[CH2:9][CH2:10][CH:11]([CH3:14])[CH2:12][OH:13])=[CH:5][CH2:4][CH2:3]1. The catalyst class is: 11. (5) Reactant: C[O:2][C:3]([C:5]1([CH3:12])[CH2:7][CH:6]1[C:8]([O:10]C)=[O:9])=[O:4].[OH-].[Na+]. Product: [CH3:12][C:5]1([C:3]([OH:4])=[O:2])[CH2:7][CH:6]1[C:8]([OH:10])=[O:9]. The catalyst class is: 24.